Dataset: Reaction yield outcomes from USPTO patents with 853,638 reactions. Task: Predict the reaction yield, written as a fraction of the theoretical maximum amount of product (1.0 means a 100% yield; for example, 0.34 means a 34% yield). The reactants are [Cl:1][C:2]1[N:7]=[C:6]([Cl:8])[C:5]([OH:9])=[C:4]([Cl:10])[N:3]=1.[CH2:11]([O:13][C:14](=[O:18])[C@H:15](O)[CH3:16])[CH3:12].C1(P(C2C=CC=CC=2)C2C=CC=CC=2)C=CC=CC=1.CC(OC(/N=N/C(OC(C)C)=O)=O)C. The catalyst is O1CCOCC1. The product is [CH2:11]([O:13][C:14](=[O:18])[C@H:15]([O:9][C:5]1[C:4]([Cl:10])=[N:3][C:2]([Cl:1])=[N:7][C:6]=1[Cl:8])[CH3:16])[CH3:12]. The yield is 0.520.